From a dataset of hERG potassium channel inhibition data for cardiac toxicity prediction from Karim et al.. Regression/Classification. Given a drug SMILES string, predict its toxicity properties. Task type varies by dataset: regression for continuous values (e.g., LD50, hERG inhibition percentage) or binary classification for toxic/non-toxic outcomes (e.g., AMES mutagenicity, cardiotoxicity, hepatotoxicity). Dataset: herg_karim. (1) The compound is O=C(Cc1ccc(OCC[C@@H]2C[C@@H]2C2CCN(c3ncc(Cl)cn3)CC2)cc1F)N1CCCCC1. The result is 1 (blocker). (2) The drug is C[C@H](NCCC#N)[C@@H]1CCN(c2c(F)cc3c(=O)c(C(=O)O)cn4c3c2OC[C@@H]4C)C1. The result is 0 (non-blocker). (3) The result is 1 (blocker). The compound is O=C1NC[C@@H](c2ccccc2)C12CCN([C@@H]1CCCC[C@@]1(O)c1ccc(F)cc1)CC2. (4) The molecule is CC#CCn1c(N2CCC[C@H](N)C2)c(C#N)c2c1c(=O)n(Cc1nccc3ccccc13)c(=O)n2C. The result is 0 (non-blocker). (5) The compound is COc1ccc([C@@]23C[C@@H]2CN(CCCSc2nnc(-c4ocnc4C)n2C)C3)cc1Cl. The result is 1 (blocker). (6) The molecule is COc1ccc2c(c1)[C@@H]1C[C@]1(C(=O)N1C3CCC1CN(C)C3)Cn1c-2c(C2CCCCC2)c2ccc(C(=O)NS(=O)(=O)N(C)C)cc21. The result is 0 (non-blocker). (7) The compound is N#C[C@H]1C[C@@H](N2CCC2)CC[C@@H]1n1cc(C(N)=O)c(Nc2ccc([C@H](O)C(F)(F)F)cc2)n1. The result is 0 (non-blocker).